From a dataset of Reaction yield outcomes from USPTO patents with 853,638 reactions. Predict the reaction yield, written as a fraction of the theoretical maximum amount of product (1.0 means a 100% yield; for example, 0.34 means a 34% yield). (1) The reactants are Br[C:2]1[CH:11]=[CH:10][C:5]([C:6]([O:8][CH3:9])=[O:7])=[C:4]([F:12])[CH:3]=1.[CH3:13][N:14](C)C=O. The catalyst is [C-]#N.[Zn+2].[C-]#N.C1(P(C2C=CC=CC=2)C2C=CC=CC=2)C=CC=CC=1.C1(P(C2C=CC=CC=2)C2C=CC=CC=2)C=CC=CC=1.C1(P(C2C=CC=CC=2)C2C=CC=CC=2)C=CC=CC=1.C1(P(C2C=CC=CC=2)C2C=CC=CC=2)C=CC=CC=1.[Pd]. The product is [C:13]([C:2]1[CH:11]=[CH:10][C:5]([C:6]([O:8][CH3:9])=[O:7])=[C:4]([F:12])[CH:3]=1)#[N:14]. The yield is 0.800. (2) The reactants are [CH3:1][O:2][C:3]1[CH:23]=[CH:22][C:6]([CH2:7][N:8]2[C:12]3[N:13]=[CH:14][C:15]4[CH2:16][CH:17]([NH2:21])[CH2:18][CH2:19][C:20]=4[C:11]=3[CH:10]=[N:9]2)=[CH:5][CH:4]=1.[C:24]1([N:30]=[C:31]=[O:32])[CH:29]=[CH:28][CH:27]=[CH:26][CH:25]=1. The catalyst is ClCCl. The product is [CH3:1][O:2][C:3]1[CH:4]=[CH:5][C:6]([CH2:7][N:8]2[C:12]3[N:13]=[CH:14][C:15]4[CH2:16][CH:17]([NH:21][C:31]([NH:30][C:24]5[CH:29]=[CH:28][CH:27]=[CH:26][CH:25]=5)=[O:32])[CH2:18][CH2:19][C:20]=4[C:11]=3[CH:10]=[N:9]2)=[CH:22][CH:23]=1. The yield is 0.840. (3) The reactants are [Cl:1][C:2]1[CH:7]=[CH:6][C:5]([CH:8]([C:15]2[CH:20]=[CH:19][CH:18]=[CH:17][CH:16]=2)[N:9]2[CH2:14][CH2:13][NH:12][CH2:11][CH2:10]2)=[CH:4][CH:3]=1.Cl[CH2:22][CH2:23][O:24][CH2:25][C:26]([NH2:28])=[O:27].C(=O)([O-])[O-].[Na+].[Na+].C. The catalyst is [I-].[K+].C1(C)C=CC=CC=1. The product is [Cl:1][C:2]1[CH:3]=[CH:4][C:5]([CH:8]([C:15]2[CH:16]=[CH:17][CH:18]=[CH:19][CH:20]=2)[N:9]2[CH2:10][CH2:11][N:12]([CH2:22][CH2:23][O:24][CH2:25][C:26]([NH2:28])=[O:27])[CH2:13][CH2:14]2)=[CH:6][CH:7]=1. The yield is 0.796. (4) The reactants are FC(F)(F)C(O)=O.O[C:9]1([CH2:22][CH2:23][C:24]([OH:27])([CH3:26])[CH3:25])[CH2:14][CH2:13][N:12](C(OC(C)(C)C)=O)[CH2:11][CH2:10]1. The catalyst is ClCCl. The product is [CH3:26][C:24]1([CH3:25])[CH2:23][CH2:22][C:9]2([CH2:10][CH2:11][NH:12][CH2:13][CH2:14]2)[O:27]1. The yield is 0.890. (5) The reactants are Cl[C:2]1[CH:11]=[CH:10][C:5]([C:6]([O:8][CH3:9])=[O:7])=[CH:4][N:3]=1.[CH:12]([Sn](CCCC)(CCCC)CCCC)=[CH2:13].[Cl-].[Li+].[F-].[K+]. The catalyst is CN(C=O)C.CC1C=CC=CC=1[P](C1C=CC=CC=1C)([Pd](Cl)(Cl)[P](C1=C(C)C=CC=C1)(C1C=CC=CC=1C)C1C=CC=CC=1C)C1C=CC=CC=1C. The product is [CH:12]([C:2]1[CH:11]=[CH:10][C:5]([C:6]([O:8][CH3:9])=[O:7])=[CH:4][N:3]=1)=[CH2:13]. The yield is 0.850. (6) The reactants are [NH2:1][C:2]1[N:7]=[CH:6][N:5]=[C:4]2[N:8]([CH:12]([C:14]3[C:15]([O:32][CH3:33])=[C:16]([CH:22]4[CH2:25][N:24]([C@H:26]([CH3:31])[C:27]([O:29]C)=[O:28])[CH2:23]4)[C:17]([CH3:21])=[C:18]([Cl:20])[CH:19]=3)[CH3:13])[N:9]=[C:10]([CH3:11])[C:3]=12.[OH-].[Li+]. The catalyst is C(#N)C.O.C(OCC)(=O)C.Cl. The product is [NH2:1][C:2]1[N:7]=[CH:6][N:5]=[C:4]2[N:8]([CH:12]([C:14]3[C:15]([O:32][CH3:33])=[C:16]([CH:22]4[CH2:25][N:24]([C@H:26]([CH3:31])[C:27]([OH:29])=[O:28])[CH2:23]4)[C:17]([CH3:21])=[C:18]([Cl:20])[CH:19]=3)[CH3:13])[N:9]=[C:10]([CH3:11])[C:3]=12. The yield is 0.830. (7) The reactants are [N:1]1[CH:6]=[CH:5]N=[CH:3][C:2]=1[C:7]1[N:11]2[CH2:12][CH2:13][NH:14][C:15](=[O:16])[C:10]2=[N:9][N:8]=1.Br[CH2:18][C:19]1[CH:24]=[CH:23][CH:22]=[C:21]([C:25]([F:28])([F:27])[F:26])[C:20]=1[Cl:29].Br[CH2:31]C1C=CC=C(Cl)C=1Cl. No catalyst specified. The product is [Cl:29][C:20]1[C:21]([C:25]([F:28])([F:27])[F:26])=[CH:22][CH:23]=[CH:24][C:19]=1[CH2:18][N:14]1[CH2:13][CH2:12][N:11]2[C:7]([C:2]3[CH:3]=[CH:31][CH:5]=[CH:6][N:1]=3)=[N:8][N:9]=[C:10]2[C:15]1=[O:16]. The yield is 0.890. (8) The reactants are [NH2:1][C:2]1[CH:3]=[C:4]2[C:8](=[CH:9][C:10]=1[N+:11]([O-:13])=[O:12])[C:7](=[O:14])[NH:6][C:5]2=[O:15].N1C=CN=C1.[CH3:21][N:22]([CH3:26])[CH2:23][CH2:24]N.CCOCC. The catalyst is C1C=CC(C2C=CC=CC=2)=CC=1.C1C=CC(OC2C=CC=CC=2)=CC=1. The product is [NH2:1][C:2]1[CH:3]=[C:4]2[C:8](=[CH:9][C:10]=1[N+:11]([O-:13])=[O:12])[C:7](=[O:14])[N:6]([CH2:24][CH2:23][N:22]([CH3:26])[CH3:21])[C:5]2=[O:15]. The yield is 0.950.